This data is from Full USPTO retrosynthesis dataset with 1.9M reactions from patents (1976-2016). The task is: Predict the reactants needed to synthesize the given product. (1) Given the product [C:24]([O:27][C:28]1[CH:38]=[CH:37][CH:36]=[CH:35][C:29]=1[CH:30]=[CH:31][C:32]([NH:10][C@H:9]([C:11]([O:13][CH3:14])=[O:12])[CH2:8][C:7]1[CH:6]=[CH:5][C:4]([O:3][CH3:2])=[CH:16][CH:15]=1)=[O:33])(=[O:26])[CH3:25], predict the reactants needed to synthesize it. The reactants are: Cl.[CH3:2][O:3][C:4]1[CH:16]=[CH:15][C:7]([CH2:8][C@@H:9]([C:11]([O:13][CH3:14])=[O:12])[NH2:10])=[CH:6][CH:5]=1.C(N(CC)CC)C.[C:24]([O:27][C:28]1[CH:38]=[CH:37][CH:36]=[CH:35][C:29]=1[CH:30]=[CH:31][C:32](O)=[O:33])(=[O:26])[CH3:25].CCN=C=NCCCN(C)C.Cl. (2) Given the product [CH2:1]([O:3][C:4]([C:6]1[C:33]([N:34]2[CH2:39][CH2:38][CH:37]([C:40]([F:43])([F:42])[F:41])[CH2:36][CH2:35]2)=[CH:32][C:9]2[N:10]([CH3:31])[C:11]([NH:13][C:14]3[C:19]([Cl:20])=[CH:18][CH:17]=[C:16]([CH2:21][NH2:22])[C:15]=3[Cl:30])=[N:12][C:8]=2[CH:7]=1)=[O:5])[CH3:2], predict the reactants needed to synthesize it. The reactants are: [CH2:1]([O:3][C:4]([C:6]1[C:33]([N:34]2[CH2:39][CH2:38][CH:37]([C:40]([F:43])([F:42])[F:41])[CH2:36][CH2:35]2)=[CH:32][C:9]2[N:10]([CH3:31])[C:11]([NH:13][C:14]3[C:19]([Cl:20])=[CH:18][CH:17]=[C:16]([CH2:21][NH:22]C(OC(C)(C)C)=O)[C:15]=3[Cl:30])=[N:12][C:8]=2[CH:7]=1)=[O:5])[CH3:2].Cl. (3) Given the product [C:23]([C:27]1[CH:31]=[C:30]([NH:32][C:33]([NH:1][C:2]2[CH:21]=[CH:20][C:5]([O:6][C:7]3[C:12]4=[N:13][CH:14]=[C:15]([N:17]([CH3:18])[CH3:19])[N:16]=[C:11]4[N:10]=[CH:9][CH:8]=3)=[CH:4][C:3]=2[F:22])=[O:34])[N:29]([C:35]2[CH:40]=[CH:39][CH:38]=[CH:37][CH:36]=2)[N:28]=1)([CH3:26])([CH3:24])[CH3:25], predict the reactants needed to synthesize it. The reactants are: [NH2:1][C:2]1[CH:21]=[CH:20][C:5]([O:6][C:7]2[C:12]3=[N:13][CH:14]=[C:15]([N:17]([CH3:19])[CH3:18])[N:16]=[C:11]3[N:10]=[CH:9][CH:8]=2)=[CH:4][C:3]=1[F:22].[C:23]([C:27]1[CH:31]=[C:30]([N:32]=[C:33]=[O:34])[N:29]([C:35]2[CH:40]=[CH:39][CH:38]=[CH:37][CH:36]=2)[N:28]=1)([CH3:26])([CH3:25])[CH3:24]. (4) Given the product [CH3:19][O:18][C:15]1[CH:16]=[CH:17][C:12]([C:10](=[O:11])[CH2:9][C:3](=[O:5])[CH3:4])=[CH:13][CH:14]=1, predict the reactants needed to synthesize it. The reactants are: [H-].[Na+].[C:3](OCC)(=[O:5])[CH3:4].[CH3:9][C:10]([C:12]1[CH:17]=[CH:16][C:15]([O:18][CH3:19])=[CH:14][CH:13]=1)=[O:11]. (5) The reactants are: [CH3:1][O:2][C:3]1[N:8]=[CH:7][C:6]([N:9]2[C:13]([C:14]3[CH:19]=[CH:18][CH:17]=[CH:16][N:15]=3)=[CH:12][C:11]([C:20]([OH:22])=O)=[N:10]2)=[CH:5][CH:4]=1.FC(F)(F)C(O)=O.[NH2:30][C:31]1([C:36]([NH2:38])=[O:37])[CH2:35][CH2:34][CH2:33][CH2:32]1. Given the product [C:36]([C:31]1([NH:30][C:20]([C:11]2[CH:12]=[C:13]([C:14]3[CH:19]=[CH:18][CH:17]=[CH:16][N:15]=3)[N:9]([C:6]3[CH:7]=[N:8][C:3]([O:2][CH3:1])=[CH:4][CH:5]=3)[N:10]=2)=[O:22])[CH2:35][CH2:34][CH2:33][CH2:32]1)(=[O:37])[NH2:38], predict the reactants needed to synthesize it.